Dataset: Forward reaction prediction with 1.9M reactions from USPTO patents (1976-2016). Task: Predict the product of the given reaction. (1) Given the reactants [Br:1][C:2]1[C:11]2[C:6](=[CH:7][CH:8]=[CH:9][CH:10]=2)[C:5](Cl)=[N:4][CH:3]=1.[CH3:13][O-:14].[Na+], predict the reaction product. The product is: [Br:1][C:2]1[C:11]2[C:6](=[CH:7][CH:8]=[CH:9][CH:10]=2)[C:5]([O:14][CH3:13])=[N:4][CH:3]=1. (2) Given the reactants [NH2:1][C:2]1[N:7]=[C:6]([S:8][CH3:9])[N:5]=[C:4]([O:10][C:11]2[CH:20]=[CH:19][C:14]([C:15](OC)=[O:16])=[CH:13][CH:12]=2)[CH:3]=1.O.[NH2:22][NH2:23], predict the reaction product. The product is: [NH2:1][C:2]1[N:7]=[C:6]([S:8][CH3:9])[N:5]=[C:4]([O:10][C:11]2[CH:20]=[CH:19][C:14]([C:15]([NH:22][NH2:23])=[O:16])=[CH:13][CH:12]=2)[CH:3]=1. (3) Given the reactants [C:1]1([C:7]2[C:8]3[C:13]([CH:14]=[C:15]4[C:20]=2[CH:19]=[CH:18][CH:17]=[CH:16]4)=[CH:12][CH:11]=[CH:10][CH:9]=3)[CH:6]=[CH:5][CH:4]=[CH:3][CH:2]=1.[Br:21]C1CC(=O)NC1=O, predict the reaction product. The product is: [Br:21][C:14]1[C:15]2[C:20]([C:7]([C:1]3[CH:2]=[CH:3][CH:4]=[CH:5][CH:6]=3)=[C:8]3[C:13]=1[CH:12]=[CH:11][CH:10]=[CH:9]3)=[CH:19][CH:18]=[CH:17][CH:16]=2. (4) Given the reactants [CH3:1][CH:2]1[CH2:7][CH2:6][CH:5]([C:8]([O:10][CH2:11][CH3:12])=[O:9])[C:4](=[O:13])[CH2:3]1.[BH4-].[Na+].Cl, predict the reaction product. The product is: [OH:13][C@@H:4]1[CH2:3][C@@H:2]([CH3:1])[CH2:7][CH2:6][C@@H:5]1[C:8]([O:10][CH2:11][CH3:12])=[O:9]. (5) The product is: [CH3:1][O:2][C:3](=[O:29])[CH2:4][N:5]([S:40]([N:32]([CH2:30][CH3:31])[C:33]1[CH:34]=[C:35]([CH3:39])[CH:36]=[CH:37][CH:38]=1)(=[O:41])=[O:42])[CH2:6][C:7]1[CH:8]=[CH:9][C:10]([O:13][CH2:14][CH2:15][C:16]2[N:17]=[C:18]([C:22]3[CH:27]=[CH:26][C:25]([CH3:28])=[CH:24][CH:23]=3)[O:19][C:20]=2[CH3:21])=[CH:11][CH:12]=1. Given the reactants [CH3:1][O:2][C:3](=[O:29])[CH2:4][NH:5][CH2:6][C:7]1[CH:12]=[CH:11][C:10]([O:13][CH2:14][CH2:15][C:16]2[N:17]=[C:18]([C:22]3[CH:27]=[CH:26][C:25]([CH3:28])=[CH:24][CH:23]=3)[O:19][C:20]=2[CH3:21])=[CH:9][CH:8]=1.[CH2:30]([N:32]([S:40](Cl)(=[O:42])=[O:41])[C:33]1[CH:34]=[C:35]([CH3:39])[CH:36]=[CH:37][CH:38]=1)[CH3:31].C(N(CC)CC)C, predict the reaction product. (6) Given the reactants S1(CCCC1)(=O)=O.[CH3:8][O:9][C:10]1(C(O)=O)[C:14]([O:15][CH3:16])=[CH:13][S:12][CH:11]1C(O)=O, predict the reaction product. The product is: [CH3:8][O:9][C:10]1[C:14]([O:15][CH3:16])=[CH:13][S:12][CH:11]=1.